This data is from Forward reaction prediction with 1.9M reactions from USPTO patents (1976-2016). The task is: Predict the product of the given reaction. Given the reactants [F:1][C:2]([F:18])([F:17])[C:3]1[O:7][N:6]=[C:5]([C:8]2[S:12][C:11]([C:13]([OH:15])=O)=[CH:10][CH:9]=2)[C:4]=1[CH3:16].[NH:19]1[CH2:29][CH2:28][CH2:27][C@@H:21]([C:22]([O:24][CH2:25][CH3:26])=[O:23])[CH2:20]1, predict the reaction product. The product is: [CH2:25]([O:24][C:22]([C@@H:21]1[CH2:27][CH2:28][CH2:29][N:19]([C:13]([C:11]2[S:12][C:8]([C:5]3[C:4]([CH3:16])=[C:3]([C:2]([F:1])([F:18])[F:17])[O:7][N:6]=3)=[CH:9][CH:10]=2)=[O:15])[CH2:20]1)=[O:23])[CH3:26].